Dataset: Reaction yield outcomes from USPTO patents with 853,638 reactions. Task: Predict the reaction yield, written as a fraction of the theoretical maximum amount of product (1.0 means a 100% yield; for example, 0.34 means a 34% yield). The reactants are Cl[Sn]Cl.Cl.[C:5]([NH:9][CH2:10][C:11]1[CH:16]=[C:15]([N+:17]([O-])=O)[CH:14]=[CH:13][C:12]=1[N:20]1[CH2:25][CH2:24][N:23]([CH3:26])[CH2:22][CH2:21]1)([CH3:8])([CH3:7])[CH3:6].C([O-])([O-])=O.[Na+].[Na+]. The catalyst is C1COCC1. The product is [C:5]([NH:9][CH2:10][C:11]1[CH:16]=[C:15]([CH:14]=[CH:13][C:12]=1[N:20]1[CH2:25][CH2:24][N:23]([CH3:26])[CH2:22][CH2:21]1)[NH2:17])([CH3:8])([CH3:7])[CH3:6]. The yield is 0.490.